Dataset: Peptide-MHC class I binding affinity with 185,985 pairs from IEDB/IMGT. Task: Regression. Given a peptide amino acid sequence and an MHC pseudo amino acid sequence, predict their binding affinity value. This is MHC class I binding data. (1) The peptide sequence is YRSGIIAVV. The MHC is HLA-B40:02 with pseudo-sequence HLA-B40:02. The binding affinity (normalized) is 0.586. (2) The peptide sequence is QSDIAGAIH. The MHC is HLA-A03:01 with pseudo-sequence HLA-A03:01. The binding affinity (normalized) is 0.0847. (3) The peptide sequence is MEFWLVAAL. The MHC is HLA-B18:01 with pseudo-sequence HLA-B18:01. The binding affinity (normalized) is 1.00. (4) The peptide sequence is NIFMTLVPV. The MHC is HLA-A02:01 with pseudo-sequence HLA-A02:01. The binding affinity (normalized) is 0.780.